This data is from Catalyst prediction with 721,799 reactions and 888 catalyst types from USPTO. The task is: Predict which catalyst facilitates the given reaction. (1) Reactant: [CH3:1][C:2]1[NH:3][C:4]2[C:9]([C:10]=1[C:11]([O:13][CH3:14])=[O:12])=[CH:8][CH:7]=[CH:6][CH:5]=2.Br[CH:16]([CH3:24])[C:17]([N:19]1[CH2:23][CH2:22][CH2:21][CH2:20]1)=[O:18].C(=O)([O-])[O-].[Cs+].[Cs+]. Product: [CH3:1][C:2]1[N:3]([CH:16]([CH3:24])[C:17](=[O:18])[N:19]2[CH2:23][CH2:22][CH2:21][CH2:20]2)[C:4]2[C:9]([C:10]=1[C:11]([O:13][CH3:14])=[O:12])=[CH:8][CH:7]=[CH:6][CH:5]=2. The catalyst class is: 9. (2) Reactant: [CH3:1][C:2]1[CH:3]=[C:4]([NH:9][C:10]([N:12]2[CH2:24][C:23]3([CH2:26][CH2:25]3)[C:15]3[C:16]4[C:17](=[N:22][C:14]=3[CH:13]2[C:27]2[CH:32]=[CH:31][CH:30]=[C:29]([F:33])[CH:28]=2)[NH:18][CH:19]=[CH:20][CH:21]=4)=[O:11])[CH:5]=[C:6]([CH3:8])[CH:7]=1.[C:34]1(C)C=CC(S(OC)(=O)=O)=CC=1.C(=O)([O-])[O-].[Na+].[Na+]. Product: [CH3:8][C:6]1[CH:5]=[C:4]([NH:9][C:10]([N:12]2[CH2:24][C:23]3([CH2:26][CH2:25]3)[C:15]3[C:16]4[C:17](=[N:22][C:14]=3[CH:13]2[C:27]2[CH:32]=[CH:31][CH:30]=[C:29]([F:33])[CH:28]=2)[N:18]([CH3:34])[CH:19]=[CH:20][CH:21]=4)=[O:11])[CH:3]=[C:2]([CH3:1])[CH:7]=1. The catalyst class is: 11. (3) Reactant: [NH2:1][C:2]1[CH:3]=[C:4]([C:9]([F:12])([F:11])[F:10])[C:5]([Br:8])=[CH:6][CH:7]=1.[OH-].[Na+].[N+:15]([C:18]1[CH:26]=[CH:25][CH:24]=[CH:23][C:19]=1[C:20](Cl)=[O:21])([O-:17])=[O:16]. Product: [N+:15]([C:18]1[CH:26]=[CH:25][CH:24]=[CH:23][C:19]=1[C:20]([NH:1][C:2]1[CH:7]=[CH:6][C:5]([Br:8])=[C:4]([C:9]([F:12])([F:10])[F:11])[CH:3]=1)=[O:21])([O-:17])=[O:16]. The catalyst class is: 25. (4) Reactant: Cl.[CH2:2]([NH2:4])[CH3:3].C(=O)([O-])[O-].[K+].[K+].I[CH2:12][CH2:13][CH2:14][O:15][C:16]1[CH:21]=[CH:20][C:19]([C:22]2[CH:27]=[CH:26][C:25]([C:28]([O:30][CH2:31][CH3:32])=[O:29])=[CH:24][CH:23]=2)=[CH:18][C:17]=1[C:33]1[CH:42]=[CH:41][C:40]2[C:39]([CH3:44])([CH3:43])[CH2:38][CH2:37][C:36]([CH3:46])([CH3:45])[C:35]=2[CH:34]=1. Product: [CH2:2]([NH:4][CH2:12][CH2:13][CH2:14][O:15][C:16]1[CH:21]=[CH:20][C:19]([C:22]2[CH:23]=[CH:24][C:25]([C:28]([O:30][CH2:31][CH3:32])=[O:29])=[CH:26][CH:27]=2)=[CH:18][C:17]=1[C:33]1[CH:42]=[CH:41][C:40]2[C:39]([CH3:44])([CH3:43])[CH2:38][CH2:37][C:36]([CH3:46])([CH3:45])[C:35]=2[CH:34]=1)[CH3:3]. The catalyst class is: 8. (5) Reactant: [CH2:1]([O:8][C:9]1[CH:10]=[C:11]([C:15]2[CH:16]=[C:17]([CH:20]=[CH:21][CH:22]=2)[C:18]#N)[CH:12]=[CH:13][CH:14]=1)[C:2]1[CH:7]=[CH:6][CH:5]=[CH:4][CH:3]=1.[H-].C([Al+]CC(C)C)C(C)C.C1C[O:36]CC1. Product: [CH2:1]([O:8][C:9]1[CH:10]=[C:11]([C:15]2[CH:16]=[C:17]([CH:20]=[CH:21][CH:22]=2)[CH:18]=[O:36])[CH:12]=[CH:13][CH:14]=1)[C:2]1[CH:7]=[CH:6][CH:5]=[CH:4][CH:3]=1. The catalyst class is: 81. (6) Reactant: [CH:1]([O:4][C:5]1[C:13]([CH3:14])=[CH:12][CH:11]=[CH:10][C:6]=1[C:7]([OH:9])=O)([CH3:3])[CH3:2].[CH2:15]([O:17][C:18]([C:20]1([NH2:31])[CH2:28][C:27]2[C:22](=[CH:23][CH:24]=[C:25]([C:29]#[N:30])[CH:26]=2)[CH2:21]1)=[O:19])[CH3:16].CN(C(ON1N=NC2C=CC=NC1=2)=[N+](C)C)C.F[P-](F)(F)(F)(F)F.CCN(C(C)C)C(C)C. Product: [CH2:15]([O:17][C:18]([C:20]1([NH:31][C:7](=[O:9])[C:6]2[CH:10]=[CH:11][CH:12]=[C:13]([CH3:14])[C:5]=2[O:4][CH:1]([CH3:2])[CH3:3])[CH2:28][C:27]2[C:22](=[CH:23][CH:24]=[C:25]([C:29]#[N:30])[CH:26]=2)[CH2:21]1)=[O:19])[CH3:16]. The catalyst class is: 3. (7) Reactant: Cl.Cl.[CH3:3][C:4]1[CH:13]=[CH:12][C:11]2[C:6](=[CH:7][CH:8]=[CH:9][C:10]=2[N:14]2[CH2:19][CH2:18][N:17]([CH2:20][CH2:21][C:22]3[C:31]4[O:30][CH2:29][C:28]5=[C:32]([C:35]([O:37]CC)=[O:36])[N:33]=[CH:34][N:27]5[C:26]=4[CH:25]=[CH:24][CH:23]=3)[CH2:16][CH2:15]2)[N:5]=1.[OH-].[Na+]. Product: [CH3:3][C:4]1[CH:13]=[CH:12][C:11]2[C:6](=[CH:7][CH:8]=[CH:9][C:10]=2[N:14]2[CH2:15][CH2:16][N:17]([CH2:20][CH2:21][C:22]3[C:31]4[O:30][CH2:29][C:28]5=[C:32]([C:35]([OH:37])=[O:36])[N:33]=[CH:34][N:27]5[C:26]=4[CH:25]=[CH:24][CH:23]=3)[CH2:18][CH2:19]2)[N:5]=1. The catalyst class is: 5. (8) The catalyst class is: 419. Product: [F:1][C:2]1[CH:3]=[C:4]([NH:28][C:29]([C:31]2[C:32](=[O:44])[N:33]([C:37]3[CH:42]=[CH:41][C:40]([F:43])=[CH:39][CH:38]=3)[N:34]=[CH:35][CH:36]=2)=[O:30])[CH:5]=[CH:6][C:7]=1[O:8][C:9]1[CH:14]=[CH:13][N:12]=[C:11]2[N:15]([CH2:19][C:20]3[CH:25]=[CH:24][C:23]([O:26][CH3:27])=[CH:22][CH:21]=3)[N:16]=[C:17]([N:57]3[CH2:56][CH2:55][CH:54]([N:46]([CH3:45])[C:47](=[O:53])[O:48][C:49]([CH3:50])([CH3:51])[CH3:52])[CH2:59][CH2:58]3)[C:10]=12. Reactant: [F:1][C:2]1[CH:3]=[C:4]([NH:28][C:29]([C:31]2[C:32](=[O:44])[N:33]([C:37]3[CH:42]=[CH:41][C:40]([F:43])=[CH:39][CH:38]=3)[N:34]=[CH:35][CH:36]=2)=[O:30])[CH:5]=[CH:6][C:7]=1[O:8][C:9]1[CH:14]=[CH:13][N:12]=[C:11]2[N:15]([CH2:19][C:20]3[CH:25]=[CH:24][C:23]([O:26][CH3:27])=[CH:22][CH:21]=3)[N:16]=[C:17](I)[C:10]=12.[CH3:45][N:46]([CH:54]1[CH2:59][CH2:58][NH:57][CH2:56][CH2:55]1)[C:47](=[O:53])[O:48][C:49]([CH3:52])([CH3:51])[CH3:50].N1CCC[C@H]1C(O)=O.C([O-])([O-])=O.[K+].[K+].